From a dataset of Reaction yield outcomes from USPTO patents with 853,638 reactions. Predict the reaction yield, written as a fraction of the theoretical maximum amount of product (1.0 means a 100% yield; for example, 0.34 means a 34% yield). (1) The reactants are [NH:1]([C:30](OC(C)(C)C)=[O:31])[C@H:2]([C:18]([NH:20][C@H:21]([C:26]([O:28][CH3:29])=[O:27])[CH2:22][CH:23]([CH3:25])[CH3:24])=[O:19])[CH2:3][C:4]1[CH:9]=[CH:8][C:7]([O:10][CH2:11][C:12]2[CH:17]=[CH:16][CH:15]=[CH:14][CH:13]=2)=[CH:6][CH:5]=1.C(O)(C(F)(F)F)=O.[C:44](O)(=O)[CH2:45][CH2:46][CH2:47][CH2:48][CH2:49][CH2:50]C.F[P-](F)(F)(F)(F)F.N1(O[P+](N(C)C)(N(C)C)N(C)C)C2C=CC=CC=2N=N1.C(N(C(C)C)CC)(C)C. The catalyst is C(Cl)Cl. The product is [NH:1]([C:30]([CH2:44][CH2:45][CH2:46][CH2:47][CH2:48][CH2:49][CH3:50])=[O:31])[C@H:2]([C:18]([NH:20][C@H:21]([C:26]([O:28][CH3:29])=[O:27])[CH2:22][CH:23]([CH3:25])[CH3:24])=[O:19])[CH2:3][C:4]1[CH:9]=[CH:8][C:7]([O:10][CH2:11][C:12]2[CH:17]=[CH:16][CH:15]=[CH:14][CH:13]=2)=[CH:6][CH:5]=1. The yield is 0.880. (2) The reactants are [F:1][CH:2]([F:39])[C:3]1[N:7]([C:8]2[N:13]=[C:12]([N:14]3[CH2:19][CH2:18][O:17][CH2:16][CH2:15]3)[N:11]=[C:10]([N:20]3[CH2:25][CH2:24][N:23](C(OC(C)(C)C)=O)[CH2:22][CH2:21]3)[N:9]=2)[C:6]2[CH:33]=[CH:34][CH:35]=[C:36]([O:37][CH3:38])[C:5]=2[N:4]=1.C(O)(C(F)(F)F)=O.N. The catalyst is C(Cl)Cl. The product is [F:39][CH:2]([F:1])[C:3]1[N:7]([C:8]2[N:13]=[C:12]([N:14]3[CH2:15][CH2:16][O:17][CH2:18][CH2:19]3)[N:11]=[C:10]([N:20]3[CH2:25][CH2:24][NH:23][CH2:22][CH2:21]3)[N:9]=2)[C:6]2[CH:33]=[CH:34][CH:35]=[C:36]([O:37][CH3:38])[C:5]=2[N:4]=1. The yield is 1.00. (3) The reactants are C[O-].[Na+].[F:4][C:5]1[CH:10]=[CH:9][C:8]([C:11]2[O:12][C:13]3[CH:23]=[CH:22][C:21]([C:24]4[CH:25]=[C:26]([CH:31]=[CH:32][CH:33]=4)[C:27](OC)=[O:28])=[CH:20][C:14]=3[C:15]=2[C:16](=[O:19])[NH:17][CH3:18])=[CH:7][CH:6]=1.O/[N:35]=[C:36](\[NH2:43])/[C:37]1[CH:42]=[CH:41][CH:40]=[CH:39][CH:38]=1. The catalyst is CCO. The product is [F:4][C:5]1[CH:6]=[CH:7][C:8]([C:11]2[O:12][C:13]3[CH:23]=[CH:22][C:21]([C:24]4[CH:33]=[CH:32][CH:31]=[C:26]([C:27]5[O:28][N:43]=[C:36]([C:37]6[CH:42]=[CH:41][CH:40]=[CH:39][CH:38]=6)[N:35]=5)[CH:25]=4)=[CH:20][C:14]=3[C:15]=2[C:16]([NH:17][CH3:18])=[O:19])=[CH:9][CH:10]=1. The yield is 0.140. (4) The reactants are [H-].[Na+].[C:3]([C:5]1[C:10]([C:11]2[NH:15][CH:14]=[C:13]([CH2:16][N:17]([CH3:25])[C:18](=[O:24])[O:19][C:20]([CH3:23])([CH3:22])[CH3:21])[C:12]=2[F:26])=[CH:9][CH:8]=[CH:7][N:6]=1)#[N:4].C1OCCOCCOCCOCCOC1.[N:42]1[CH:47]=[CH:46][CH:45]=[C:44]([S:48](Cl)(=[O:50])=[O:49])[CH:43]=1. The catalyst is O1CCCC1.O. The product is [C:3]([C:5]1[C:10]([C:11]2[N:15]([S:48]([C:44]3[CH:43]=[N:42][CH:47]=[CH:46][CH:45]=3)(=[O:50])=[O:49])[CH:14]=[C:13]([CH2:16][N:17]([CH3:25])[C:18](=[O:24])[O:19][C:20]([CH3:22])([CH3:23])[CH3:21])[C:12]=2[F:26])=[CH:9][CH:8]=[CH:7][N:6]=1)#[N:4]. The yield is 0.890. (5) The reactants are [Si]([O:8][C@H:9]1[CH2:14][CH2:13][C@@:12]([C@H:16]2[CH2:25][CH2:24][C@@:23]3([CH3:26])[C@@H:18]([CH2:19][CH2:20][C:21](=[O:27])[NH:22]3)[C@@H:17]2[CH2:28][NH:29]C(=O)OC(C)(C)C)([CH3:15])[C@@H:11]([CH2:37][O:38][Si](C(C)(C)C)(C)C)[CH2:10]1)(C(C)(C)C)(C)C.O.O1CCOCC1.Cl. The catalyst is O1CCOCC1.C(Cl)Cl. The product is [NH2:29][CH2:28][C@@H:17]1[C@@H:16]([C@@:12]2([CH3:15])[CH2:13][CH2:14][C@H:9]([OH:8])[CH2:10][C@@H:11]2[CH2:37][OH:38])[CH2:25][CH2:24][C@@:23]2([CH3:26])[C@H:18]1[CH2:19][CH2:20][C:21](=[O:27])[NH:22]2. The yield is 0.400. (6) The reactants are [C:1]([O:4][CH2:5][CH2:6][C:7]1[CH:12]=[CH:11][C:10]([Br:13])=[CH:9][C:8]=1[F:14])(=[O:3])[CH3:2].[Br:15]N1C(=O)CCC1=O.N(C(C)(C)C#N)=NC(C)(C)C#N. The catalyst is C(Cl)(Cl)(Cl)Cl. The product is [C:1]([O:4][CH2:5][CH:6]([Br:15])[C:7]1[CH:12]=[CH:11][C:10]([Br:13])=[CH:9][C:8]=1[F:14])(=[O:3])[CH3:2]. The yield is 0.770. (7) The reactants are [CH:1]1([C@H:4]([O:6][C:7](=[O:31])[NH:8][C:9]2[CH:14]=[CH:13][C:12]([C:15]3[N:16]([CH:27]4[CH2:30][CH2:29][CH2:28]4)[C:17]4[C:22]([C:23]=3[C:24]#[N:25])=[CH:21][CH:20]=[C:19]([OH:26])[CH:18]=4)=[CH:11][CH:10]=2)[CH3:5])[CH2:3][CH2:2]1.C([O-])([O-])=O.[Cs+].[Cs+].Cl[C:39]1[N:44]=[CH:43][CH:42]=[CH:41][N:40]=1.O. The catalyst is CN(C=O)C. The product is [CH:1]1([C@H:4]([O:6][C:7](=[O:31])[NH:8][C:9]2[CH:14]=[CH:13][C:12]([C:15]3[N:16]([CH:27]4[CH2:28][CH2:29][CH2:30]4)[C:17]4[C:22]([C:23]=3[C:24]#[N:25])=[CH:21][CH:20]=[C:19]([O:26][C:39]3[N:44]=[CH:43][CH:42]=[CH:41][N:40]=3)[CH:18]=4)=[CH:11][CH:10]=2)[CH3:5])[CH2:3][CH2:2]1. The yield is 0.740.